Dataset: Reaction yield outcomes from USPTO patents with 853,638 reactions. Task: Predict the reaction yield, written as a fraction of the theoretical maximum amount of product (1.0 means a 100% yield; for example, 0.34 means a 34% yield). (1) The reactants are [Cl:1][C:2]1[N:10]=[C:9]2[C:5]([NH:6][CH:7]=[N:8]2)=[C:4]([Cl:11])[N:3]=1.[F-].[CH2:13]([N+](CCCC)(CCCC)CCCC)CCC.CI. The catalyst is C1COCC1.C(OCC)(=O)C. The product is [Cl:1][C:2]1[N:10]=[C:9]2[C:5]([N:6]=[CH:7][N:8]2[CH3:13])=[C:4]([Cl:11])[N:3]=1. The yield is 0.660. (2) The reactants are [Br:1][C:2]1[CH:7]=[C:6]([F:8])[CH:5]=[CH:4][C:3]=1I.C([Mg]Cl)(C)C.[C:15](=[C:18]1C(=O)OC(C)(C)[O:20][C:19]1=[O:27])([CH3:17])[CH3:16]. The catalyst is C1COCC1. The product is [Br:1][C:2]1[CH:7]=[C:6]([F:8])[CH:5]=[CH:4][C:3]=1[C:15]([CH3:17])([CH3:16])[CH2:18][C:19]([OH:27])=[O:20]. The yield is 0.810.